From a dataset of Reaction yield outcomes from USPTO patents with 853,638 reactions. Predict the reaction yield, written as a fraction of the theoretical maximum amount of product (1.0 means a 100% yield; for example, 0.34 means a 34% yield). (1) The yield is 0.830. The reactants are [F:1][C:2]1[CH:8]=[CH:7][CH:6]=[CH:5][C:3]=1[NH2:4].[C:9]([C:15]([O:17][CH3:18])=[O:16])#[C:10][C:11]([O:13][CH3:14])=[O:12]. The catalyst is CO. The product is [F:1][C:2]1[CH:8]=[CH:7][CH:6]=[CH:5][C:3]=1[NH:4]/[C:10](=[CH:9]/[C:15]([O:17][CH3:18])=[O:16])/[C:11]([O:13][CH3:14])=[O:12]. (2) The reactants are [H-].[Na+].Cl.[CH3:4][O:5][C:6]1[CH:7]=[C:8]2[C:12](=[CH:13][CH:14]=1)[CH2:11][CH:10]([NH2:15])[CH2:9]2.[C:16]1(=O)[O:21][C:19](=[O:20])[C:18]2=[CH:22][CH:23]=[CH:24][CH:25]=[C:17]12. The catalyst is CN(C=O)C.CCOC(C)=O. The product is [CH3:4][O:5][C:6]1[CH:7]=[C:8]2[C:12](=[CH:13][CH:14]=1)[CH2:11][CH:10]([N:15]1[C:19](=[O:20])[C:18]3[C:17](=[CH:25][CH:24]=[CH:23][CH:22]=3)[C:16]1=[O:21])[CH2:9]2. The yield is 0.430. (3) The reactants are C([O:3][C:4]([C:6]1[CH:7]=[C:8]2[C:12](=[CH:13][CH:14]=1)[N:11]([CH:15]1[CH2:20][CH2:19][CH2:18][CH2:17][O:16]1)[N:10]=[C:9]2[C:21]1[O:22][C:23]2[CH:29]=[CH:28][CH:27]=[CH:26][C:24]=2[CH:25]=1)=[O:5])C.O1CCCC1.[OH-].[Na+].Cl. The catalyst is O.CO. The product is [O:22]1[C:23]2[CH:29]=[CH:28][CH:27]=[CH:26][C:24]=2[CH:25]=[C:21]1[C:9]1[C:8]2[C:12](=[CH:13][CH:14]=[C:6]([C:4]([OH:5])=[O:3])[CH:7]=2)[N:11]([CH:15]2[CH2:20][CH2:19][CH2:18][CH2:17][O:16]2)[N:10]=1. The yield is 0.400. (4) The reactants are [C:1]([C:4]1[CH:12]=[C:8]([C:9]([OH:11])=[O:10])[C:7]([OH:13])=[CH:6][CH:5]=1)(=[O:3])[CH3:2].Cl.CN(C)[CH2:17][CH2:18]CN=C=N.O.ON1C2C=CC=CC=2N=N1.C(O)C. The catalyst is CN(C)C=O.O. The product is [C:1]([C:4]1[CH:12]=[C:8]([C:9]([O:11][CH2:17][CH3:18])=[O:10])[C:7]([OH:13])=[CH:6][CH:5]=1)(=[O:3])[CH3:2]. The yield is 0.920. (5) The reactants are [CH2:1]([O:8][C:9]([N:11]1[CH2:23][CH2:22][C:21]2[C:20]3[C:15](=[CH:16][CH:17]=[CH:18][CH:19]=3)[NH:14][C:13]=2[CH2:12]1)=[O:10])[C:2]1[CH:7]=[CH:6][CH:5]=[CH:4][CH:3]=1.[H-].[Na+].Br[CH2:27][C:28]1[CH:37]=[CH:36][C:31]([C:32](OC)=O)=[CH:30][CH:29]=1.[OH2:38].CN([CH:42]=[O:43])C. No catalyst specified. The product is [CH2:1]([O:8][C:9]([N:11]1[CH2:23][CH2:22][C:21]2[C:20]3[C:15](=[CH:16][CH:17]=[CH:18][CH:19]=3)[N:14]([CH2:32][C:31]3[CH:30]=[CH:29][C:28]([CH2:27][C:42]([OH:43])=[O:38])=[CH:37][CH:36]=3)[C:13]=2[CH2:12]1)=[O:10])[C:2]1[CH:3]=[CH:4][CH:5]=[CH:6][CH:7]=1. The yield is 0.930. (6) The reactants are [O:1]1[CH:5]=[CH:4][CH:3]=[C:2]1[C:6]1[N:7]=[C:8]([NH:18][C:19](=[O:25])[O:20][C:21]([CH3:24])([CH3:23])[CH3:22])[S:9][C:10]=1[C:11]([C:13]#[C:14][CH2:15][O:16][CH3:17])=[O:12].[H][H]. The catalyst is C(O)C.[C].[Pd]. The product is [O:1]1[CH:5]=[CH:4][CH:3]=[C:2]1[C:6]1[N:7]=[C:8]([NH:18][C:19](=[O:25])[O:20][C:21]([CH3:23])([CH3:22])[CH3:24])[S:9][C:10]=1[C:11]([CH2:13][CH2:14][CH2:15][O:16][CH3:17])=[O:12]. The yield is 1.00. (7) The product is [Cl:19][C:7]1[CH:8]=[C:9]([O:13][CH2:14][CH:15]=[C:16]([Cl:18])[Cl:17])[CH:10]=[C:11]([Cl:12])[C:6]=1[O:5][CH2:4][CH2:3][CH2:2][O:28][C:20](=[O:27])[C:21]1[CH:26]=[CH:25][CH:24]=[CH:23][CH:22]=1. The reactants are Br[CH2:2][CH2:3][CH2:4][O:5][C:6]1[C:11]([Cl:12])=[CH:10][C:9]([O:13][CH2:14][CH:15]=[C:16]([Cl:18])[Cl:17])=[CH:8][C:7]=1[Cl:19].[C:20]([OH:28])(=[O:27])[C:21]1[CH:26]=[CH:25][CH:24]=[CH:23][CH:22]=1.CN(C)C=O.C(=O)([O-])[O-].[K+].[K+]. The catalyst is O. The yield is 0.950. (8) The reactants are [Cl:1][C:2]1[N:7]=[C:6]([C:8]2[S:12][C:11]([N:13]3[CH2:18][CH2:17][O:16][CH2:15][CH2:14]3)=[N:10][C:9]=2[C:19]2[C:20]([F:26])=[C:21]([CH:23]=[CH:24][CH:25]=2)[NH2:22])[CH:5]=[CH:4][N:3]=1.[N:27]1([S:33](Cl)(=[O:35])=[O:34])[CH2:32][CH2:31][CH2:30][CH2:29][CH2:28]1. No catalyst specified. The product is [Cl:1][C:2]1[N:7]=[C:6]([C:8]2[S:12][C:11]([N:13]3[CH2:14][CH2:15][O:16][CH2:17][CH2:18]3)=[N:10][C:9]=2[C:19]2[C:20]([F:26])=[C:21]([NH:22][S:33]([N:27]3[CH2:32][CH2:31][CH2:30][CH2:29][CH2:28]3)(=[O:35])=[O:34])[CH:23]=[CH:24][CH:25]=2)[CH:5]=[CH:4][N:3]=1. The yield is 0.290. (9) The reactants are [Cl:1][C:2]1[CH:7]=[CH:6][CH:5]=[CH:4][C:3]=1[C@H:8]([O:10][C:11]1[CH:15]=[C:14]([N:16]2[C:20]3[CH:21]=[C:22]([CH2:25][CH:26]4[CH2:31][CH2:30][NH:29][CH2:28][CH2:27]4)[CH:23]=[CH:24][C:19]=3[N:18]=[CH:17]2)[S:13][C:12]=1[C:32]([NH2:34])=[O:33])[CH3:9].[C:35](O)(=O)C.C=O.O.C(O[BH-](OC(=O)C)OC(=O)C)(=O)C.[Na+]. The catalyst is ClCCl.CO. The product is [Cl:1][C:2]1[CH:7]=[CH:6][CH:5]=[CH:4][C:3]=1[C@H:8]([O:10][C:11]1[CH:15]=[C:14]([N:16]2[C:20]3[CH:21]=[C:22]([CH2:25][CH:26]4[CH2:31][CH2:30][N:29]([CH3:35])[CH2:28][CH2:27]4)[CH:23]=[CH:24][C:19]=3[N:18]=[CH:17]2)[S:13][C:12]=1[C:32]([NH2:34])=[O:33])[CH3:9]. The yield is 0.700.